From a dataset of Experimentally validated miRNA-target interactions with 360,000+ pairs, plus equal number of negative samples. Binary Classification. Given a miRNA mature sequence and a target amino acid sequence, predict their likelihood of interaction. The miRNA is hsa-miR-300 with sequence UAUACAAGGGCAGACUCUCUCU. The protein sequence of the target gene is MAGGGGDLSTRRLNECISPVANEMNHLPAHSHDLQRMFTEDQGVDDRLLYDIVFKHFKRNKVEISNAIKKTFPFLEGLRDRDLITNKMFEDSQDSCRNLVPVQRVVYNVLSELEKTFNLPVLEALFSDVNMQEYPDLIHIYKGFENVIHDKLPLQESEEEEREERSGLQLSLEQGTGENSFRSLTWPPSGSPSHAGTTPPENGLSEHPCETEQINAKRKDTTSDKDDSLGSQQTNEQCAQKAEPTESCEQIAVQVNNGDAGREMPCPLPCDEESPEAELHNHGIQINSCSVRLVDIKKEK.... Result: 1 (interaction).